This data is from Forward reaction prediction with 1.9M reactions from USPTO patents (1976-2016). The task is: Predict the product of the given reaction. Given the reactants ClC(OC(C)C)=O.[CH3:8][N:9]1CCOC[CH2:10]1.[C:15]([C:18]1[N:19]=[CH:20][N:21]2[C:26](=[O:27])[N:25]([CH2:28][C:29]([OH:31])=O)[N:24]=[N:23][C:22]=12)(=[O:17])[NH2:16].Cl.CNC.C(N(CC)CC)C, predict the reaction product. The product is: [CH3:8][N:9]([CH3:10])[C:29](=[O:31])[CH2:28][N:25]1[C:26](=[O:27])[N:21]2[CH:20]=[N:19][C:18]([C:15](=[O:17])[NH2:16])=[C:22]2[N:23]=[N:24]1.